Dataset: Reaction yield outcomes from USPTO patents with 853,638 reactions. Task: Predict the reaction yield, written as a fraction of the theoretical maximum amount of product (1.0 means a 100% yield; for example, 0.34 means a 34% yield). (1) The reactants are [F:1][C:2]([F:27])([F:26])[C:3]([NH:5][CH2:6][C:7]#[C:8][C:9]1[C:10]([NH2:25])=[N:11][C:12](=[O:24])[N:13]([CH:23]=1)[C@@H:14]1[O:22][C@H:19]([CH2:20][OH:21])[C@@H:17]([OH:18])[C@H:15]1[OH:16])=[O:4].C([SiH](CC)CC)C. The catalyst is CO.[OH-].[Pd+2].[OH-]. The product is [F:26][C:2]([F:1])([F:27])[C:3]([NH:5][CH2:6][CH2:7][CH2:8][C:9]1[C:10]([NH2:25])=[N:11][C:12](=[O:24])[N:13]([CH:23]=1)[C@@H:14]1[O:22][C@H:19]([CH2:20][OH:21])[C@@H:17]([OH:18])[C@H:15]1[OH:16])=[O:4]. The yield is 0.710. (2) The reactants are [CH3:1][S:2](Cl)(=[O:4])=[O:3].[I:6][C:7]1[CH:8]=[C:9]([CH2:13][CH2:14][OH:15])[CH:10]=[CH:11][CH:12]=1.C(N(C(C)C)CC)(C)C. The catalyst is ClCCl.[Cl-].[NH4+]. The product is [CH3:1][S:2]([O:15][CH2:14][CH2:13][C:9]1[CH:10]=[CH:11][CH:12]=[C:7]([I:6])[CH:8]=1)(=[O:4])=[O:3]. The yield is 0.450.